From a dataset of Full USPTO retrosynthesis dataset with 1.9M reactions from patents (1976-2016). Predict the reactants needed to synthesize the given product. (1) Given the product [CH2:15]([O:14][C@@H:5]([CH2:6][C:7]1[CH:8]=[CH:9][C:10]([OH:13])=[CH:11][CH:12]=1)[C:4]([OH:17])=[O:3])[CH3:16], predict the reactants needed to synthesize it. The reactants are: C([O:3][C:4](=[O:17])[CH:5]([O:14][CH2:15][CH3:16])[CH2:6][C:7]1[CH:12]=[CH:11][C:10]([OH:13])=[CH:9][CH:8]=1)C. (2) Given the product [F:27][C:28]1[CH:33]=[CH:32][C:31]([N:6]2[C:5]3[CH:9]=[CH:10][C:11]([CH2:13][N:14]([S:22]([CH3:25])(=[O:24])=[O:23])[C:15](=[O:21])[O:16][C:17]([CH3:18])([CH3:19])[CH3:20])=[CH:12][C:4]=3[O:3][C:2]([CH3:26])([CH3:1])[C:7]2=[O:8])=[CH:30][CH:29]=1, predict the reactants needed to synthesize it. The reactants are: [CH3:1][C:2]1([CH3:26])[C:7](=[O:8])[NH:6][C:5]2[CH:9]=[CH:10][C:11]([CH2:13][N:14]([S:22]([CH3:25])(=[O:24])=[O:23])[C:15](=[O:21])[O:16][C:17]([CH3:20])([CH3:19])[CH3:18])=[CH:12][C:4]=2[O:3]1.[F:27][C:28]1[CH:33]=[CH:32][C:31](B(O)O)=[CH:30][CH:29]=1.